The task is: Predict the reaction yield, written as a fraction of the theoretical maximum amount of product (1.0 means a 100% yield; for example, 0.34 means a 34% yield).. This data is from Reaction yield outcomes from USPTO patents with 853,638 reactions. (1) The reactants are [CH3:1][O:2][CH2:3][CH2:4][O:5][C:6]1[C:7]([C:22]([F:25])([F:24])[F:23])=[CH:8][C:9](B2OC(C)(C)C(C)(C)O2)=[C:10]([CH:12]=1)[NH2:11].Cl[C:27]1[C:32]([CH3:33])=[C:31]([C:34]([F:37])([F:36])[F:35])[N:30]=[CH:29][N:28]=1.C(=O)([O-])[O-].[K+].[K+]. The catalyst is O1CCOCC1.O. The product is [CH3:1][O:2][CH2:3][CH2:4][O:5][C:6]1[C:7]([C:22]([F:23])([F:24])[F:25])=[CH:8][C:9]([C:27]2[C:32]([CH3:33])=[C:31]([C:34]([F:36])([F:37])[F:35])[N:30]=[CH:29][N:28]=2)=[C:10]([CH:12]=1)[NH2:11]. The yield is 0.900. (2) The product is [Cl:24][C:20]1[CH:19]=[C:18]([C:8]2([C:4]3[CH:5]=[CH:6][CH:7]=[C:2]([C:29]4[CH:30]=[N:25][CH:26]=[N:27][CH:28]=4)[CH:3]=3)[C:16]3[C:11](=[CH:12][CH:13]=[CH:14][CH:15]=3)[C:10]([NH2:17])=[N:9]2)[CH:23]=[CH:22][N:21]=1. The reactants are Br[C:2]1[CH:3]=[C:4]([C:8]2([C:18]3[CH:23]=[CH:22][N:21]=[C:20]([Cl:24])[CH:19]=3)[C:16]3[C:11](=[CH:12][CH:13]=[CH:14][CH:15]=3)[C:10]([NH2:17])=[N:9]2)[CH:5]=[CH:6][CH:7]=1.[N:25]1[CH:30]=[C:29](B(O)O)[CH:28]=[N:27][CH:26]=1. The yield is 0.510. No catalyst specified. (3) The reactants are [CH3:1][C:2]1[O:6][N:5]=[C:4]([C:7]2[CH:12]=[CH:11][CH:10]=[CH:9][CH:8]=2)[C:3]=1[C:13]([NH:15][NH2:16])=[O:14].[F:17][C:18]1[CH:19]=[C:20]([CH:24]=[CH:25][CH:26]=1)[C:21](O)=O. No catalyst specified. The product is [F:17][C:18]1[CH:19]=[C:20]([C:21]2[O:14][C:13]([C:3]3[C:4]([C:7]4[CH:12]=[CH:11][CH:10]=[CH:9][CH:8]=4)=[N:5][O:6][C:2]=3[CH3:1])=[N:15][N:16]=2)[CH:24]=[CH:25][CH:26]=1. The yield is 0.590. (4) The reactants are Br[C:2]1[CH:11]=[C:10]2[C:5]([N:6]=[CH:7][C:8](=[O:12])[NH:9]2)=[CH:4][CH:3]=1.[CH3:13][S-:14].[Na+]. The catalyst is CN1CCCC1=O. The product is [CH3:13][S:14][C:2]1[CH:11]=[C:10]2[C:5]([N:6]=[CH:7][C:8](=[O:12])[NH:9]2)=[CH:4][CH:3]=1. The yield is 0.540.